This data is from Forward reaction prediction with 1.9M reactions from USPTO patents (1976-2016). The task is: Predict the product of the given reaction. (1) Given the reactants [O:1]=[S:2]1(=[O:25])[CH2:7][CH2:6][N:5]([CH2:8][CH2:9][CH2:10][O:11][C:12]2[CH:21]=[C:20]3[C:15]([C:16](=O)[NH:17][CH:18]=[N:19]3)=[CH:14][C:13]=2[O:23][CH3:24])[CH2:4][CH2:3]1.CN(C=O)C.S(Cl)([Cl:33])=O, predict the reaction product. The product is: [Cl:33][C:16]1[C:15]2[C:20](=[CH:21][C:12]([O:11][CH2:10][CH2:9][CH2:8][N:5]3[CH2:6][CH2:7][S:2](=[O:25])(=[O:1])[CH2:3][CH2:4]3)=[C:13]([O:23][CH3:24])[CH:14]=2)[N:19]=[CH:18][N:17]=1. (2) Given the reactants [CH3:1][N:2]1[C:6]([C:7]([OH:9])=O)=[CH:5][C:4]([CH3:10])=[N:3]1.[CH3:11][CH2:12][CH2:13][CH:14]([NH2:18])[CH2:15][CH2:16][CH3:17], predict the reaction product. The product is: [CH3:11][CH2:12][CH2:13][CH:14]([NH:18][C:7]([C:6]1[N:2]([CH3:1])[N:3]=[C:4]([CH3:10])[CH:5]=1)=[O:9])[CH2:15][CH2:16][CH3:17]. (3) Given the reactants CN([CH2:4][C:5]1[C:13]2[C:8](=[CH:9][N:10]=[C:11]([C:14]([O:16][CH3:17])=[O:15])[CH:12]=2)[N:7]([CH2:18][C:19]2[CH:24]=[CH:23][C:22]([F:25])=[CH:21][CH:20]=2)[CH:6]=1)C.[C:26]1([C@H:32]([OH:34])[CH3:33])[CH:31]=[CH:30][CH:29]=[CH:28][CH:27]=1, predict the reaction product. The product is: [F:25][C:22]1[CH:23]=[CH:24][C:19]([CH2:18][N:7]2[C:8]3=[CH:9][N:10]=[C:11]([C:14]([O:16][CH3:17])=[O:15])[CH:12]=[C:13]3[C:5]([CH2:4][O:34][C@@H:32]([C:26]3[CH:31]=[CH:30][CH:29]=[CH:28][CH:27]=3)[CH3:33])=[CH:6]2)=[CH:20][CH:21]=1. (4) Given the reactants FC(F)(F)C(O)=O.[Br:8][C:9]1[CH:14]=[CH:13][C:12]([NH:15][C:16](=[O:46])[C:17]2[CH:22]=[C:21]([F:23])[CH:20]=[CH:19][C:18]=2[NH:24][C:25](=[O:45])[C:26]2[CH:31]=[CH:30][C:29]([N:32]3[CH2:36][CH2:35][CH2:34][CH2:33]3)=[CH:28][C:27]=2[O:37][CH:38]2[CH2:43][CH2:42][N:41]([CH3:44])[CH2:40][CH2:39]2)=[C:11]([Cl:47])[CH:10]=1.FC1C=CC2N=C(C3C=CC(N4CCCC4)=CC=3OC3CCN(C)CC3)OC(=O)C=2C=1.BrC1C=CC(N)=C(Cl)C=1, predict the reaction product. The product is: [Br:8][C:9]1[CH:14]=[CH:13][C:12]([NH:15][C:16](=[O:46])[C:17]2[CH:22]=[C:21]([F:23])[CH:20]=[CH:19][C:18]=2[NH:24][C:25](=[O:45])[C:26]2[CH:31]=[CH:30][C:29]([N:32]3[CH2:36][CH2:35][CH2:34][CH2:33]3)=[CH:28][C:27]=2[O:37][CH:38]2[CH2:43][CH2:42][N:41]([CH3:44])[CH2:40][CH2:39]2)=[C:11]([Cl:47])[CH:10]=1. (5) Given the reactants [CH2:1]([O:8][CH:9]1[CH:14]([O:15][CH2:16][C:17]2[CH:22]=[CH:21][CH:20]=[CH:19][CH:18]=2)[CH:13]([O:23][CH2:24][C:25]2[CH:30]=[CH:29][CH:28]=[CH:27][CH:26]=2)[CH:12]([O:31][CH2:32][C:33]2[CH:38]=[CH:37][CH:36]=[CH:35][CH:34]=2)[CH:11]([OH:39])[C:10]1([OH:43])[CH2:40][CH2:41][CH3:42])[C:2]1[CH:7]=[CH:6][CH:5]=[CH:4][CH:3]=1.CO[C:46](OC)([CH3:48])[CH3:47].C1(C)C=CC(S(O)(=O)=O)=CC=1.C(N(CC)CC)C, predict the reaction product. The product is: [CH2:1]([O:8][CH:9]1[C:10]2([CH2:40][CH2:41][CH3:42])[CH:11]([O:39][C:46]([CH3:48])([CH3:47])[O:43]2)[CH:12]([O:31][CH2:32][C:33]2[CH:38]=[CH:37][CH:36]=[CH:35][CH:34]=2)[CH:13]([O:23][CH2:24][C:25]2[CH:26]=[CH:27][CH:28]=[CH:29][CH:30]=2)[CH:14]1[O:15][CH2:16][C:17]1[CH:22]=[CH:21][CH:20]=[CH:19][CH:18]=1)[C:2]1[CH:7]=[CH:6][CH:5]=[CH:4][CH:3]=1. (6) Given the reactants [OH-].[Na+].[CH3:3][O:4][C:5]1[CH:10]=[CH:9][C:8]([CH2:11][C:12]#[N:13])=[CH:7][CH:6]=1.[C:14]1(=[O:20])[CH2:19][CH2:18][CH2:17][CH2:16][CH2:15]1, predict the reaction product. The product is: [C:12]([CH:11]([C:8]1[CH:9]=[CH:10][C:5]([O:4][CH3:3])=[CH:6][CH:7]=1)[C:14]1([OH:20])[CH2:19][CH2:18][CH2:17][CH2:16][CH2:15]1)#[N:13]. (7) Given the reactants [C:1]([C:5]1[CH:10]=[CH:9][C:8]([C:11]2[CH:19]=[CH:18][CH:17]=[C:16]3[C:12]=2[CH2:13][C:14](=[CH:21][C:22]2([CH3:28])[CH2:27][CH2:26][CH2:25][CH2:24][CH2:23]2)[C:15]3=[O:20])=[CH:7][CH:6]=1)([CH3:4])([CH3:3])[CH3:2].[H][H], predict the reaction product. The product is: [C:1]([C:5]1[CH:10]=[CH:9][C:8]([C:11]2[CH:19]=[CH:18][CH:17]=[C:16]3[C:12]=2[CH2:13][CH:14]([CH2:21][C:22]2([CH3:28])[CH2:23][CH2:24][CH2:25][CH2:26][CH2:27]2)[C:15]3=[O:20])=[CH:7][CH:6]=1)([CH3:4])([CH3:2])[CH3:3]. (8) Given the reactants [CH3:1][C@@H:2]1[O:7][C@@H:6]([O:8][CH2:9][C@H:10]2[O:15][C@@H:14]([O:16][C:17]3[C:26](=[O:27])[C:25]4[C:24]([OH:28])=[CH:23][C:22]([OH:29])=[CH:21][C:20]=4[O:19][C:18]=3[C:30]3[CH:31]=[CH:32][C:33]([OH:37])=[C:34]([OH:36])[CH:35]=3)[C@H:13]([OH:38])[C@@H:12]([OH:39])[C@@H:11]2[OH:40])[C@H:5]([OH:41])[C@H:4]([OH:42])[C@H:3]1[OH:43], predict the reaction product. The product is: [CH:31]1[C:30]([C:18]2[O:19][C:20]3[CH:21]=[C:22]([OH:29])[CH:23]=[C:24]([OH:28])[C:25]=3[C:26](=[O:27])[C:17]=2[O:16][C@@H:14]2[O:15][C@H:10]([CH2:9][OH:8])[C@@H:11]([OH:40])[C@H:12]([OH:39])[C@H:13]2[OH:38])=[CH:35][C:34]([OH:36])=[C:33]([OH:37])[CH:32]=1.[CH:31]1[C:30]([C:18]2[O:19][C:20]3[CH:21]=[C:22]([OH:29])[CH:23]=[C:24]([OH:28])[C:25]=3[C:26](=[O:27])[C:17]=2[OH:16])=[CH:35][C:34]([OH:36])=[C:33]([OH:37])[CH:32]=1.[CH3:1][C@@H:2]1[O:7][C@@H:6]([O:8][CH2:9][C@H:10]2[O:15][C@@H:14]([O:16][C:17]3[C:26](=[O:27])[C:25]4[C:24]([OH:28])=[CH:23][C:22]([OH:29])=[CH:21][C:20]=4[O:19][C:18]=3[C:30]3[CH:31]=[CH:32][C:33]([OH:37])=[C:34]([OH:36])[CH:35]=3)[C@H:13]([OH:38])[C@@H:12]([OH:39])[C@@H:11]2[OH:40])[C@H:5]([OH:41])[C@H:4]([OH:42])[C@H:3]1[OH:43].